Dataset: Merck oncology drug combination screen with 23,052 pairs across 39 cell lines. Task: Regression. Given two drug SMILES strings and cell line genomic features, predict the synergy score measuring deviation from expected non-interaction effect. (1) Synergy scores: synergy=22.4. Cell line: UACC62. Drug 2: CCc1c2c(nc3ccc(O)cc13)-c1cc3c(c(=O)n1C2)COC(=O)C3(O)CC. Drug 1: C#Cc1cccc(Nc2ncnc3cc(OCCOC)c(OCCOC)cc23)c1. (2) Drug 1: CN(Cc1cnc2nc(N)nc(N)c2n1)c1ccc(C(=O)NC(CCC(=O)O)C(=O)O)cc1. Drug 2: COC1=C2CC(C)CC(OC)C(O)C(C)C=C(C)C(OC(N)=O)C(OC)C=CC=C(C)C(=O)NC(=CC1=O)C2=O. Cell line: NCIH520. Synergy scores: synergy=-16.3. (3) Drug 1: CS(=O)(=O)CCNCc1ccc(-c2ccc3ncnc(Nc4ccc(OCc5cccc(F)c5)c(Cl)c4)c3c2)o1. Drug 2: CCc1c2c(nc3ccc(O)cc13)-c1cc3c(c(=O)n1C2)COC(=O)C3(O)CC. Cell line: COLO320DM. Synergy scores: synergy=6.93. (4) Drug 1: O=S1(=O)NC2(CN1CC(F)(F)F)C1CCC2Cc2cc(C=CCN3CCC(C(F)(F)F)CC3)ccc2C1. Drug 2: COc1cc(C2c3cc4c(cc3C(OC3OC5COC(C)OC5C(O)C3O)C3COC(=O)C23)OCO4)cc(OC)c1O. Cell line: A2780. Synergy scores: synergy=10.2. (5) Drug 1: O=C(CCCCCCC(=O)Nc1ccccc1)NO. Drug 2: NC1CCCCC1N.O=C(O)C(=O)O.[Pt+2]. Cell line: DLD1. Synergy scores: synergy=-0.533. (6) Drug 1: O=c1[nH]cc(F)c(=O)[nH]1. Drug 2: COC1CC2CCC(C)C(O)(O2)C(=O)C(=O)N2CCCCC2C(=O)OC(C(C)CC2CCC(OP(C)(C)=O)C(OC)C2)CC(=O)C(C)C=C(C)C(O)C(OC)C(=O)C(C)CC(C)C=CC=CC=C1C. Cell line: UWB1289BRCA1. Synergy scores: synergy=28.4. (7) Drug 1: O=C(CCCCCCC(=O)Nc1ccccc1)NO. Drug 2: COC1CC2CCC(C)C(O)(O2)C(=O)C(=O)N2CCCCC2C(=O)OC(C(C)CC2CCC(OP(C)(C)=O)C(OC)C2)CC(=O)C(C)C=C(C)C(O)C(OC)C(=O)C(C)CC(C)C=CC=CC=C1C. Cell line: MSTO. Synergy scores: synergy=28.3.